From a dataset of TCR-epitope binding with 47,182 pairs between 192 epitopes and 23,139 TCRs. Binary Classification. Given a T-cell receptor sequence (or CDR3 region) and an epitope sequence, predict whether binding occurs between them. (1) The epitope is RLYYDSMSY. The TCR CDR3 sequence is CASSGGGNQPQHF. Result: 1 (the TCR binds to the epitope). (2) The TCR CDR3 sequence is CASSIETSPGDTQYF. The epitope is GPGHKARVL. Result: 1 (the TCR binds to the epitope). (3) The epitope is TVYDPLQPELDSFK. The TCR CDR3 sequence is CALERANEQFF. Result: 0 (the TCR does not bind to the epitope). (4) The epitope is LSDDAVVCFNSTY. The TCR CDR3 sequence is CASSQARDSWNEQYF. Result: 0 (the TCR does not bind to the epitope). (5) The epitope is LLMPILTLT. The TCR CDR3 sequence is CASSPQQGIRDYEQYF. Result: 1 (the TCR binds to the epitope). (6) The epitope is VLWAHGFEL. The TCR CDR3 sequence is CASSFAGGPPQHF. Result: 1 (the TCR binds to the epitope).